Dataset: Catalyst prediction with 721,799 reactions and 888 catalyst types from USPTO. Task: Predict which catalyst facilitates the given reaction. (1) Reactant: [CH2:1]([O:8][C:9]1[CH:14]=[CH:13][C:12]([OH:15])=[CH:11][C:10]=1[C:16]([CH3:19])([CH3:18])[CH3:17])[C:2]1[CH:7]=[CH:6][CH:5]=[CH:4][CH:3]=1.Cl[CH2:21][CH:22]1[CH2:24][O:23]1.C(=O)([O-])[O-].[K+].[K+]. Product: [CH2:1]([O:8][C:9]1[CH:14]=[CH:13][C:12]([O:15][CH2:21][CH:22]2[O:23][CH2:24]2)=[CH:11][C:10]=1[C:16]([CH3:19])([CH3:18])[CH3:17])[C:2]1[CH:3]=[CH:4][CH:5]=[CH:6][CH:7]=1. The catalyst class is: 311. (2) Reactant: CN([CH2:4][CH:5]1[C:10]2([CH2:12][CH2:11]2)[O:9][CH:8]([C:13]2[CH:18]=[CH:17][N:16]=[CH:15][C:14]=2[N+:19]([O-:21])=[O:20])[CH2:7][C:6]1=[O:22])C.CI.C([O-])(O)=O.[Na+]. Product: [CH2:4]=[C:5]1[C:10]2([CH2:12][CH2:11]2)[O:9][C@@H:8]([C:13]2[CH:18]=[CH:17][N:16]=[CH:15][C:14]=2[N+:19]([O-:21])=[O:20])[CH2:7][C:6]1=[O:22]. The catalyst class is: 22. (3) Reactant: S([O-])([O-])(=O)=O.[Mg+2].[NH2:7][CH:8]1[CH2:14][CH2:13][CH2:12][CH2:11][N:10]([CH2:15][C:16]2[CH:21]=[CH:20][CH:19]=[CH:18][CH:17]=2)[C:9]1=[O:22].C(N(CC)CC)C.C(=O)C1C=CC=CC=1.C[Si]([N-][Si](C)(C)C)(C)C.[Li+].[CH2:48]([O:55][C:56]1[CH:63]=[CH:62][C:59]([CH2:60]Cl)=[CH:58][CH:57]=1)[C:49]1[CH:54]=[CH:53][CH:52]=[CH:51][CH:50]=1. Product: [NH2:7][C:8]1([CH2:60][C:59]2[CH:62]=[CH:63][C:56]([O:55][CH2:48][C:49]3[CH:54]=[CH:53][CH:52]=[CH:51][CH:50]=3)=[CH:57][CH:58]=2)[CH2:14][CH2:13][CH2:12][CH2:11][N:10]([CH2:15][C:16]2[CH:21]=[CH:20][CH:19]=[CH:18][CH:17]=2)[C:9]1=[O:22]. The catalyst class is: 489. (4) Reactant: [NH:1]1[C:5]2[CH:6]=[CH:7][CH:8]=[C:9]([C:10](OCC)=[O:11])[C:4]=2[N:3]=[CH:2]1.[H-].[H-].[H-].[H-].[Li+].[Al+3]. Product: [NH:1]1[C:5]2[CH:6]=[CH:7][CH:8]=[C:9]([CH2:10][OH:11])[C:4]=2[N:3]=[CH:2]1. The catalyst class is: 1. (5) Reactant: [N+:1]([C:4]1[C:13]([NH:14]C(=O)C)=[CH:12][CH:11]=[C:10]2[C:5]=1[CH2:6][CH2:7][CH2:8][O:9]2)([O-:3])=[O:2].[OH-].[Na+]. Product: [N+:1]([C:4]1[C:13]([NH2:14])=[CH:12][CH:11]=[C:10]2[C:5]=1[CH2:6][CH2:7][CH2:8][O:9]2)([O-:3])=[O:2]. The catalyst class is: 14. (6) Reactant: [F:1][C:2]1[CH:14]=[CH:13][C:12]([N+:15]([O-])=O)=[CH:11][C:3]=1[C:4]([O:6][C:7]([CH3:10])([CH3:9])[CH3:8])=[O:5].O. Product: [NH2:15][C:12]1[CH:13]=[CH:14][C:2]([F:1])=[C:3]([CH:11]=1)[C:4]([O:6][C:7]([CH3:8])([CH3:9])[CH3:10])=[O:5]. The catalyst class is: 312. (7) Reactant: [CH3:1][C:2]1[C:3]([NH:8][CH:9]=O)=[N:4][NH:5][C:6]=1[CH3:7].CC1C(N)=NNC=1C. Product: [CH3:9][NH:8][C:3]1[C:2]([CH3:1])=[C:6]([CH3:7])[NH:5][N:4]=1. The catalyst class is: 106.